Dataset: Forward reaction prediction with 1.9M reactions from USPTO patents (1976-2016). Task: Predict the product of the given reaction. The product is: [CH:5]1([C:10]([O:12][CH3:13])=[O:11])[CH2:9][CH2:8][CH2:7][CH2:6]1. Given the reactants S(Cl)(Cl)=O.[CH:5]1([C:10]([OH:12])=[O:11])[CH2:9][CH2:8][CH2:7][CH2:6]1.[CH3:13]O, predict the reaction product.